Dataset: Catalyst prediction with 721,799 reactions and 888 catalyst types from USPTO. Task: Predict which catalyst facilitates the given reaction. (1) Reactant: [Cl:1][C:2]1[CH:3]=[C:4]([C:9]23[CH2:14][CH:13]2[CH2:12][NH:11][CH2:10]3)[CH:5]=[CH:6][C:7]=1[Cl:8].[C:15](#N)[CH3:16].[C:18](O[BH-](OC(=O)C)OC(=O)C)(=O)C.[Na+]. Product: [Cl:1][C:2]1[CH:3]=[C:4]([C@@:9]23[CH2:14][C@@H:13]2[CH2:12][N:11]([CH:15]([CH3:16])[CH3:18])[CH2:10]3)[CH:5]=[CH:6][C:7]=1[Cl:8]. The catalyst class is: 21. (2) Reactant: C([N:4]1[C:12]2[C:7](=[CH:8][CH:9]=[CH:10][CH:11]=2)[C:6](=[C:13](Cl)[C:14]2[CH:19]=[CH:18][CH:17]=[CH:16][CH:15]=2)[C:5]1=[O:21])(=O)C.[NH2:22][C:23]1[CH:33]=[CH:32][C:26]([C:27]([O:29][CH2:30][CH3:31])=[O:28])=[CH:25][CH:24]=1.[OH-].[Na+]. Product: [CH2:30]([O:29][C:27]([C:26]1[CH:25]=[CH:24][C:23]([NH:22]/[C:13](=[C:6]2\[C:5](=[O:21])[NH:4][C:12]3[C:7]\2=[CH:8][CH:9]=[CH:10][CH:11]=3)/[C:14]2[CH:15]=[CH:16][CH:17]=[CH:18][CH:19]=2)=[CH:33][CH:32]=1)=[O:28])[CH3:31]. The catalyst class is: 98. (3) Reactant: Br[C:2]1[CH:6]=[C:5]([Si](C)(C)C)[S:4][C:3]=1[C:11]1[S:12][C:13]([Si](C)(C)C)=[CH:14][C:15]=1Br.C([Li])CCC.Cl[Si:27](Cl)([CH2:38][CH2:39][CH2:40][CH2:41][CH2:42][CH2:43][CH2:44][CH2:45][CH2:46][CH3:47])[CH2:28][CH2:29][CH2:30][CH2:31][CH2:32][CH2:33][CH2:34][CH2:35][CH2:36][CH3:37].O. Product: [CH2:38]([Si:27]1([CH2:28][CH2:29][CH2:30][CH2:31][CH2:32][CH2:33][CH2:34][CH2:35][CH2:36][CH3:37])[C:2]2[CH:6]=[CH:5][S:4][C:3]=2[C:11]2[S:12][CH:13]=[CH:14][C:15]1=2)[CH2:39][CH2:40][CH2:41][CH2:42][CH2:43][CH2:44][CH2:45][CH2:46][CH3:47]. The catalyst class is: 188. (4) Reactant: [CH3:1][O:2][C:3](=[O:15])[C@H:4]([CH2:13]O)[NH:5][C:6]([O:8][C:9]([CH3:12])([CH3:11])[CH3:10])=[O:7].C(Br)(Br)(Br)Br.C1C=CC(P(C2C=CC=CC=2)C2C=CC=CC=2)=CC=1. Product: [C:9]([O:8][C:6]([NH:5][C@@H:4]([CH3:13])[C:3]([O:2][CH3:1])=[O:15])=[O:7])([CH3:12])([CH3:11])[CH3:10]. The catalyst class is: 1. (5) Reactant: [C:1](=[O:22])([O:12]C1C=CC([N+]([O-])=O)=CC=1)[O:2][CH2:3][CH2:4][N:5]1[CH2:10][CH2:9][N:8]([CH3:11])[CH2:7][CH2:6]1.CCN(C(C)C)C(C)C.[C:32]1([N:38]2[CH2:43][CH2:42][NH:41][CH2:40][CH2:39]2)[CH:37]=[CH:36][CH:35]=[CH:34][CH:33]=1. Product: [CH:1]([OH:12])=[O:2].[C:32]1([N:38]2[CH2:43][CH2:42][N:41]([C:1]([O:2][CH2:3][CH2:4][N:5]3[CH2:6][CH2:7][N:8]([CH3:11])[CH2:9][CH2:10]3)=[O:22])[CH2:40][CH2:39]2)[CH:37]=[CH:36][CH:35]=[CH:34][CH:33]=1. The catalyst class is: 3. (6) Reactant: [Cl:1][C:2]1[S:6][C:5]([S:7]([NH:10][C:11]2[CH:19]=[CH:18][C:14]([C:15]([OH:17])=[O:16])=[C:13]([OH:20])[CH:12]=2)(=[O:9])=[O:8])=[CH:4][C:3]=1[C:21]1[CH:26]=[CH:25][CH:24]=[CH:23][C:22]=1[OH:27].C(N1C=CN=C1)(N1C=CN=C1)=O.N1C=CC=CC=1.[CH3:46][O:47][CH2:48][CH2:49]O.C(O)(C(F)(F)F)=O. Product: [Cl:1][C:2]1[S:6][C:5]([S:7]([NH:10][C:11]2[CH:19]=[CH:18][C:14]([C:15]([O:17][CH2:49][CH2:48][O:47][CH3:46])=[O:16])=[C:13]([OH:20])[CH:12]=2)(=[O:9])=[O:8])=[CH:4][C:3]=1[C:21]1[CH:26]=[CH:25][CH:24]=[CH:23][C:22]=1[OH:27]. The catalyst class is: 881. (7) Reactant: [C:1]([O:5][C:6]([N:8]1[CH:13]2[CH2:14][CH2:15][CH:9]1[CH2:10][CH:11]([OH:16])[CH2:12]2)=[O:7])([CH3:4])([CH3:3])[CH3:2].C(N(CC)CC)C.[CH3:24][S:25](Cl)(=[O:27])=[O:26]. Product: [C:1]([O:5][C:6]([N:8]1[CH:13]2[CH2:14][CH2:15][CH:9]1[CH2:10][CH:11]([O:16][S:25]([CH3:24])(=[O:27])=[O:26])[CH2:12]2)=[O:7])([CH3:4])([CH3:2])[CH3:3]. The catalyst class is: 119. (8) Reactant: [Cl:1][C:2]1[CH:7]=[CH:6][C:5]([CH:8]([C:20]2[CH:25]=[CH:24][C:23]([Cl:26])=[CH:22][CH:21]=2)[C:9]2[CH:10]=[C:11]3[C:16](=[CH:17][CH:18]=2)[N:15]=[CH:14][N:13]=[C:12]3Cl)=[CH:4][CH:3]=1.Cl.Cl.[NH2:29][CH:30]1[CH2:35][CH2:34][N:33]([C:36](=[O:44])[CH2:37][CH2:38][C:39]([O:41][CH2:42][CH3:43])=[O:40])[CH2:32][CH2:31]1.C(N(CC)CC)C.CC(O)C. Product: [Cl:1][C:2]1[CH:7]=[CH:6][C:5]([CH:8]([C:20]2[CH:25]=[CH:24][C:23]([Cl:26])=[CH:22][CH:21]=2)[C:9]2[CH:10]=[C:11]3[C:16](=[CH:17][CH:18]=2)[N:15]=[CH:14][N:13]=[C:12]3[NH:29][CH:30]2[CH2:35][CH2:34][N:33]([C:36](=[O:44])[CH2:37][CH2:38][C:39]([O:41][CH2:42][CH3:43])=[O:40])[CH2:32][CH2:31]2)=[CH:4][CH:3]=1. The catalyst class is: 5. (9) Reactant: [CH3:1][O:2][C:3]1[CH:4]=[C:5]2[C:10](=[CH:11][C:12]=1[N+:13]([O-])=O)[NH:9][C:8](=[O:16])[NH:7][C:6]2=[O:17].CO.C(O)(=O)C. Product: [NH2:13][C:12]1[CH:11]=[C:10]2[C:5]([C:6](=[O:17])[NH:7][C:8](=[O:16])[NH:9]2)=[CH:4][C:3]=1[O:2][CH3:1]. The catalyst class is: 312.